Dataset: Reaction yield outcomes from USPTO patents with 853,638 reactions. Task: Predict the reaction yield, written as a fraction of the theoretical maximum amount of product (1.0 means a 100% yield; for example, 0.34 means a 34% yield). (1) The catalyst is CN(C=O)C. The yield is 0.0450. The reactants are [C:1]1(=O)[CH2:5][CH2:4][CH2:3][C:2]1=O.[O:8]=[C:9]([CH3:17])[CH2:10][S:11][CH2:12][C:13]([O:15][CH3:16])=[O:14].C(=O)([O-])[O-].[K+].[K+]. The product is [CH3:16][O:15][C:13]([C:12]1[S:11][C:10]([C:9](=[O:8])[CH3:17])=[C:1]2[CH2:5][CH2:4][CH2:3][C:2]=12)=[O:14]. (2) The reactants are F[P-](F)(F)(F)(F)F.N1(O[P+](N(C)C)(N(C)C)N(C)C)C2C=CC=CC=2N=N1.O.ON1C2C=CC=CC=2N=N1.C(N(CC)CC)C.[N:46]1[C:55]2[C:50](=[CH:51][CH:52]=[CH:53][C:54]=2[C:56]([OH:58])=O)[CH:49]=[CH:48][CH:47]=1.[NH2:59][C:60]1[CH:61]=[CH:62][CH:63]=[C:64]2[C:69]=1[N:68]=[CH:67][CH:66]=[CH:65]2. The catalyst is C(Cl)Cl.O. The product is [N:68]1[C:69]2[C:64](=[CH:63][CH:62]=[CH:61][C:60]=2[NH:59][C:56]([C:54]2[CH:53]=[CH:52][CH:51]=[C:50]3[C:55]=2[N:46]=[CH:47][CH:48]=[CH:49]3)=[O:58])[CH:65]=[CH:66][CH:67]=1. The yield is 0.960. (3) The reactants are COC1C=CC(C[O:10][C:11]2[CH:18]=[CH:17][C:14]([CH:15]=[O:16])=[CH:13][C:12]=2[O:19][CH2:20][C:21]2[CH:26]=[CH:25][CH:24]=[CH:23][CH:22]=2)=CC=1. The catalyst is C(O)(=O)C. The product is [OH:10][C:11]1[CH:18]=[CH:17][C:14]([CH:15]=[O:16])=[CH:13][C:12]=1[O:19][CH2:20][C:21]1[CH:26]=[CH:25][CH:24]=[CH:23][CH:22]=1. The yield is 0.820. (4) The reactants are [CH3:1]CN(CC)CC.[C:8](Cl)(Cl)=[S:9].[NH2:12][C:13]1[CH:14]=[N:15][CH:16]=[CH:17][C:18]=1[O:19][CH:20]1[CH2:23][N:22]([C:24]([O-:26])=[O:25])[CH2:21]1.[CH2:27]1[CH2:31]OC[CH2:28]1. The catalyst is CCOC(C)=O. The product is [N:12]([C:13]1[CH:14]=[N:15][CH:16]=[CH:17][C:18]=1[O:19][CH:20]1[CH2:21][N:22]([C:24]([O:26][C:27]([CH3:28])([CH3:31])[CH3:1])=[O:25])[CH2:23]1)=[C:8]=[S:9]. The yield is 0.930. (5) The reactants are [OH-].[NH4+:2].[F:3][C:4]1[C:12]([F:13])=[C:11](F)[C:10]([N+:15]([O-:17])=[O:16])=[CH:9][C:5]=1[C:6]([OH:8])=[O:7].Cl. The catalyst is O. The product is [NH2:2][C:11]1[C:10]([N+:15]([O-:17])=[O:16])=[CH:9][C:5]([C:6]([OH:8])=[O:7])=[C:4]([F:3])[C:12]=1[F:13]. The yield is 0.950.